Dataset: Forward reaction prediction with 1.9M reactions from USPTO patents (1976-2016). Task: Predict the product of the given reaction. Given the reactants [ClH:1].C([N:9]1[CH2:14][CH2:13][N:12](CC2C=CC=CC=2)[CH2:11][CH:10]1[CH:22]=[CH2:23])C1C=CC=CC=1, predict the reaction product. The product is: [ClH:1].[CH2:22]([CH:10]1[CH2:11][NH:12][CH2:13][CH2:14][NH:9]1)[CH3:23].